From a dataset of Forward reaction prediction with 1.9M reactions from USPTO patents (1976-2016). Predict the product of the given reaction. (1) The product is: [C:3]([C:7]1[CH:11]=[C:10]([C:12]([OH:14])=[O:13])[N:9]([C:17]2[CH:18]=[CH:19][C:20]([P:23]([CH3:26])([CH3:25])=[O:24])=[CH:21][CH:22]=2)[N:8]=1)([CH3:6])([CH3:4])[CH3:5]. Given the reactants [OH-].[Na+].[C:3]([C:7]1[CH:11]=[C:10]([C:12]([O:14]CC)=[O:13])[N:9]([C:17]2[CH:22]=[CH:21][C:20]([P:23]([CH3:26])([CH3:25])=[O:24])=[CH:19][CH:18]=2)[N:8]=1)([CH3:6])([CH3:5])[CH3:4], predict the reaction product. (2) Given the reactants C1(CCOC2C=CC(C(NC(CC3C=CC(CCC)=CC=3)C(NCCO)=O)=O)=CC=2)CC1.[CH:33]1([CH2:36][CH2:37][O:38][C:39]2[CH:64]=[CH:63][C:42]([C:43]([NH:45]/[C:46](/[C:57]([NH:59][CH2:60][CH2:61][OH:62])=[O:58])=[CH:47]\[C:48]3[CH:53]=[CH:52][C:51]([O:54][CH2:55][CH3:56])=[CH:50][CH:49]=3)=[O:44])=[CH:41][CH:40]=2)[CH2:35][CH2:34]1, predict the reaction product. The product is: [CH:33]1([CH2:36][CH2:37][O:38][C:39]2[CH:64]=[CH:63][C:42]([C:43]([NH:45][CH:46]([CH2:47][C:48]3[CH:53]=[CH:52][C:51]([O:54][CH2:55][CH3:56])=[CH:50][CH:49]=3)[C:57]([NH:59][CH2:60][CH2:61][OH:62])=[O:58])=[O:44])=[CH:41][CH:40]=2)[CH2:35][CH2:34]1. (3) Given the reactants [C:1]([NH:4][NH:5][C:6]([C:8]1[O:9][C:10]2[CH:20]=[C:19]([N:21]([CH3:26])[S:22]([CH3:25])(=[O:24])=[O:23])[C:18]([Br:27])=[CH:17][C:11]=2[C:12]=1[C:13]([NH:15][CH3:16])=[O:14])=[O:7])(=O)[CH3:2].CCN(CC)CC, predict the reaction product. The product is: [Br:27][C:18]1[C:19]([N:21]([CH3:26])[S:22]([CH3:25])(=[O:23])=[O:24])=[CH:20][C:10]2[O:9][C:8]([C:6]3[O:7][C:1]([CH3:2])=[N:4][N:5]=3)=[C:12]([C:13]([NH:15][CH3:16])=[O:14])[C:11]=2[CH:17]=1. (4) Given the reactants O.[CH2:2]=[C:3]1[CH2:8][CH2:7][O:6][C:4]1=[O:5].[C:9]([O:14][CH2:15][CH2:16][OH:17])(=[O:13])[C:10]([CH3:12])=[CH2:11].[CH:18]([C:20]1[CH:28]=[CH:27][C:23]([C:24]([OH:26])=[O:25])=[CH:22][CH:21]=1)=[CH2:19].S(OOS([O-])(=O)=O)([O-])(=O)=O.[Na+].[Na+], predict the reaction product. The product is: [CH2:2]=[C:3]1[CH2:8][CH2:7][O:6][C:4]1=[O:5].[C:9]([O:14][CH2:15][CH2:16][OH:17])(=[O:13])[C:10]([CH3:12])=[CH2:11].[CH:18]([C:20]1[CH:28]=[CH:27][C:23]([C:24]([OH:26])=[O:25])=[CH:22][CH:21]=1)=[CH2:19]. (5) Given the reactants [NH2:1][C:2]1[CH:10]=[CH:9][CH:8]=[C:7]2[C:3]=1[CH2:4][N:5]([CH:12]1[CH2:17][CH2:16][C:15](=[O:18])[NH:14][C:13]1=[O:19])[C:6]2=[O:11].[CH3:20][C:21]1[O:27][C:24]([CH:25]=O)=[CH:23][CH:22]=1.C(O[BH-](OC(=O)C)OC(=O)C)(=O)C.[Na+], predict the reaction product. The product is: [CH3:25][C:24]1[O:27][C:21]([CH2:20][NH:1][C:2]2[CH:10]=[CH:9][CH:8]=[C:7]3[C:3]=2[CH2:4][N:5]([CH:12]2[CH2:17][CH2:16][C:15](=[O:18])[NH:14][C:13]2=[O:19])[C:6]3=[O:11])=[CH:22][CH:23]=1. (6) Given the reactants [CH2:1]([O:3][C:4]([CH:6]1[CH2:11][CH2:10][N:9]([C:12]2[C:17]([N+:18]([O-:20])=[O:19])=[C:16](Cl)[N:15]=[CH:14][N:13]=2)[CH2:8][CH2:7]1)=[O:5])[CH3:2].[N:22]1([C:27]2[CH:32]=[CH:31][C:30]([OH:33])=[CH:29][CH:28]=2)[CH:26]=[CH:25][N:24]=[CH:23]1.C(=O)([O-])[O-].[K+].[K+], predict the reaction product. The product is: [CH2:1]([O:3][C:4]([CH:6]1[CH2:11][CH2:10][N:9]([C:12]2[C:17]([N+:18]([O-:20])=[O:19])=[C:16]([O:33][C:30]3[CH:29]=[CH:28][C:27]([N:22]4[CH:26]=[CH:25][N:24]=[CH:23]4)=[CH:32][CH:31]=3)[N:15]=[CH:14][N:13]=2)[CH2:8][CH2:7]1)=[O:5])[CH3:2]. (7) Given the reactants ClC(Cl)(Cl)C(=N)O[CH:5]([C:7]1[CH:8]=[C:9]([C:24]([F:27])([F:26])[F:25])[CH:10]=[C:11]2[C:15]=1[N:14]([CH2:16][O:17][CH2:18][CH2:19][Si:20]([CH3:23])([CH3:22])[CH3:21])[CH:13]=[CH:12]2)[CH3:6].[OH:31][CH2:32][C:33]1([C:46]2[CH:51]=[CH:50][CH:49]=[CH:48][CH:47]=2)[CH2:38][CH2:37][N:36]([C:39]([O:41][C:42]([CH3:45])([CH3:44])[CH3:43])=[O:40])[CH2:35][CH2:34]1.C1CCCCC1, predict the reaction product. The product is: [C:46]1([C:33]2([CH2:32][O:31][CH:5]([C:7]3[CH:8]=[C:9]([C:24]([F:26])([F:27])[F:25])[CH:10]=[C:11]4[C:15]=3[N:14]([CH2:16][O:17][CH2:18][CH2:19][Si:20]([CH3:21])([CH3:22])[CH3:23])[CH:13]=[CH:12]4)[CH3:6])[CH2:38][CH2:37][N:36]([C:39]([O:41][C:42]([CH3:44])([CH3:45])[CH3:43])=[O:40])[CH2:35][CH2:34]2)[CH:47]=[CH:48][CH:49]=[CH:50][CH:51]=1. (8) Given the reactants [CH2:1](N)[CH2:2]N.[C-]#[C-].[Li+].[Li+].Br[CH2:10][CH2:11][CH2:12][CH2:13][CH2:14][CH2:15][CH2:16][O:17][C:18]1[CH:19]=[C:20]([C:24]([NH2:26])=[O:25])[CH:21]=[CH:22][CH:23]=1, predict the reaction product. The product is: [CH2:16]([O:17][C:18]1[CH:19]=[C:20]([C:24]([NH2:26])=[O:25])[CH:21]=[CH:22][CH:23]=1)[CH2:15][CH2:14][CH2:13][CH2:12][CH2:11][CH2:10][C:1]#[CH:2].